This data is from Forward reaction prediction with 1.9M reactions from USPTO patents (1976-2016). The task is: Predict the product of the given reaction. (1) Given the reactants F[C:2]1([O:9][C:10]#[C:11][CH3:12])[CH:7]=[C:6]([F:8])[CH:5]=[CH:4][CH2:3]1.[F:13]C1C=C(O)C=C(F)C=1, predict the reaction product. The product is: [F:8][C:6]1[CH:7]=[C:2]([O:9][CH2:10][C:11]#[CH:12])[CH:3]=[C:4]([F:13])[CH:5]=1. (2) Given the reactants [F:1][C:2]1([F:34])[C:7](=[O:8])[NH:6][C:5]2[CH:9]=[C:10]([NH:13][C:14]3[C:19]([F:20])=[CH:18][N:17]=[C:16]([NH:21][C:22]4[CH:23]=[C:24]([CH:31]=[CH:32][CH:33]=4)[O:25][CH2:26][C:27]([NH:29][CH3:30])=[O:28])[N:15]=3)[CH:11]=[CH:12][C:4]=2[O:3]1.O.[OH:36][C:37]1[C:46]2[C:41](=[CH:42][CH:43]=[CH:44][CH:45]=2)[CH:40]=[CH:39][C:38]=1[C:47]([OH:49])=[O:48], predict the reaction product. The product is: [OH:36][C:37]1[C:46]2[C:41](=[CH:42][CH:43]=[CH:44][CH:45]=2)[CH:40]=[CH:39][C:38]=1[C:47]([OH:49])=[O:48].[F:34][C:2]1([F:1])[C:7](=[O:8])[NH:6][C:5]2[CH:9]=[C:10]([NH:13][C:14]3[C:19]([F:20])=[CH:18][N:17]=[C:16]([NH:21][C:22]4[CH:23]=[C:24]([CH:31]=[CH:32][CH:33]=4)[O:25][CH2:26][C:27]([NH:29][CH3:30])=[O:28])[N:15]=3)[CH:11]=[CH:12][C:4]=2[O:3]1.